This data is from Forward reaction prediction with 1.9M reactions from USPTO patents (1976-2016). The task is: Predict the product of the given reaction. (1) Given the reactants Cl[C:2]1[CH:27]=[CH:26][C:5]([CH2:6][O:7][C:8]2[CH:16]=[CH:15][C:14]3[NH:13][C:12]4[CH:17]([CH2:20][C:21]([O:23][CH2:24][CH3:25])=[O:22])[CH2:18][CH2:19][C:11]=4[C:10]=3[CH:9]=2)=[CH:4][C:3]=1[C:28]([F:31])([F:30])[F:29].[NH:32]1[CH2:36][CH2:35][CH2:34][CH2:33]1.C1(C2C=CC=CC=2)C=CC=CC=1P(C(C)(C)C)C(C)(C)C.CC([O-])(C)C.[Na+], predict the reaction product. The product is: [N:32]1([C:2]2[CH:27]=[CH:26][C:5]([CH2:6][O:7][C:8]3[CH:16]=[CH:15][C:14]4[NH:13][C:12]5[CH:17]([CH2:20][C:21]([O:23][CH2:24][CH3:25])=[O:22])[CH2:18][CH2:19][C:11]=5[C:10]=4[CH:9]=3)=[CH:4][C:3]=2[C:28]([F:31])([F:30])[F:29])[CH2:36][CH2:35][CH2:34][CH2:33]1. (2) Given the reactants [CH:1]1[C:10]2[C@@H:11]3[CH2:16][NH:15][CH2:14][CH2:13][C@@H:12]3[N:8]3[C:9]=2[C:4]([CH2:5][CH2:6][CH2:7]3)=[CH:3][CH:2]=1.[NH2:17][C:18]1[CH:23]=[C:22]([F:24])[CH:21]=[CH:20][C:19]=1[C:25](=[O:30])[CH2:26][CH2:27][CH2:28]Cl, predict the reaction product. The product is: [CH:1]1[C:10]2[C@@H:11]3[CH2:16][N:15]([CH2:28][CH2:27][CH2:26][C:25]([C:19]4[CH:20]=[CH:21][C:22]([F:24])=[CH:23][C:18]=4[NH2:17])=[O:30])[CH2:14][CH2:13][C@@H:12]3[N:8]3[C:9]=2[C:4]([CH2:5][CH2:6][CH2:7]3)=[CH:3][CH:2]=1. (3) Given the reactants [CH:1]1[C:13]2[CH2:12][C:11]3[C:6](=[CH:7][CH:8]=[CH:9][CH:10]=3)[C:5]=2[CH:4]=[CH:3][C:2]=1[N:14]1[C:21](=O)[CH:20]2[NH:23][C:24](=O)[CH:15]1[CH2:16][CH:17]=[CH:18][CH2:19]2.CC(C[Al]CC(C)C)C, predict the reaction product. The product is: [CH:1]1[C:13]2[CH2:12][C:11]3[C:6](=[CH:7][CH:8]=[CH:9][CH:10]=3)[C:5]=2[CH:4]=[CH:3][C:2]=1[N:14]1[CH2:21][CH:20]2[NH:23][CH2:24][CH:15]1[CH2:16][CH:17]=[CH:18][CH2:19]2. (4) Given the reactants [CH3:1][O:2][C@H:3]1[C@@H:9]2[O:10][CH2:11][C@H:12]([O:13]C(C3C=CC=CC=3)=O)[C@@H:8]2[O:7][C@H:4]1[O:5][CH3:6].[OH-].[Na+].N1C=CC=CC=1.[CH3:30][S:31](Cl)(=[O:33])=[O:32], predict the reaction product. The product is: [CH3:1][O:2][C@H:3]1[C@@H:9]2[O:10][CH2:11][C@H:12]([O:13][S:31]([CH3:30])(=[O:33])=[O:32])[C@@H:8]2[O:7][C@H:4]1[O:5][CH3:6]. (5) The product is: [F:1][C:2]1[CH:15]=[CH:14][C:5]([O:6][CH2:7][C:8]([OH:10])=[O:9])=[C:4]([CH3:16])[C:3]=1[NH:17][CH2:18][C:19]1[CH:24]=[C:23]([OH:25])[CH:22]=[C:21]([C:26]2[CH:31]=[CH:30][CH:29]=[C:28]([F:32])[CH:27]=2)[CH:20]=1. Given the reactants [F:1][C:2]1[CH:15]=[CH:14][C:5]([O:6][CH2:7][C:8]([O:10]C(C)C)=[O:9])=[C:4]([CH3:16])[C:3]=1[NH:17][CH2:18][C:19]1[CH:24]=[C:23]([OH:25])[CH:22]=[C:21]([C:26]2[CH:31]=[CH:30][CH:29]=[C:28]([F:32])[CH:27]=2)[CH:20]=1.[OH-].[Na+], predict the reaction product. (6) Given the reactants [NH2:1][C:2]1[NH:6][N:5]=[C:4]([NH:7][C:8]2[CH:13]=[CH:12][CH:11]=[C:10]([Cl:14])[CH:9]=2)[C:3]=1[C:15]([NH2:17])=[O:16].[OH:18][CH2:19][CH2:20][O:21][C:22]1[CH:23]=[C:24]([CH:27]=[CH:28][CH:29]=1)[CH:25]=O, predict the reaction product. The product is: [Cl:14][C:10]1[CH:9]=[C:8]([NH:7][C:4]2[C:3]([C:15]([NH2:17])=[O:16])=[C:2]([N:1]=[CH:25][C:24]3[CH:27]=[CH:28][CH:29]=[C:22]([O:21][CH2:20][CH2:19][OH:18])[CH:23]=3)[NH:6][N:5]=2)[CH:13]=[CH:12][CH:11]=1. (7) Given the reactants [C:1]([Si:5]([CH3:18])([CH3:17])[O:6][C@@H:7]1[CH2:15][C:14]2[C:9](=[CH:10][CH:11]=[CH:12][CH:13]=2)[C@H:8]1[NH2:16])([CH3:4])([CH3:3])[CH3:2].C(N(CC)CC)C.[CH3:26][S:27](Cl)(=[O:29])=[O:28], predict the reaction product. The product is: [C:1]([Si:5]([CH3:18])([CH3:17])[O:6][C@@H:7]1[CH2:15][C:14]2[C:9](=[CH:10][CH:11]=[CH:12][CH:13]=2)[C@H:8]1[NH:16][S:27]([CH3:26])(=[O:29])=[O:28])([CH3:4])([CH3:3])[CH3:2]. (8) Given the reactants Br[C:2]1[C:3]([C:37]([F:40])([F:39])[F:38])=[N:4][N:5]([CH2:7][C:8]([NH:10][C@H:11]([C:21]2[C:26]([C:27]3[CH:28]=[CH:29][C:30]([F:36])=[C:31]([CH:35]=3)[C:32]([NH2:34])=[O:33])=[CH:25][CH:24]=[CH:23][N:22]=2)[CH2:12][C:13]2[CH:18]=[C:17]([F:19])[CH:16]=[C:15]([F:20])[CH:14]=2)=[O:9])[CH:6]=1.[C:41]([Cu])#[N:42], predict the reaction product. The product is: [C:41]([C:2]1[C:3]([C:37]([F:39])([F:38])[F:40])=[N:4][N:5]([CH2:7][C:8]([NH:10][C@H:11]([C:21]2[C:26]([C:27]3[CH:28]=[CH:29][C:30]([F:36])=[C:31]([CH:35]=3)[C:32]([NH2:34])=[O:33])=[CH:25][CH:24]=[CH:23][N:22]=2)[CH2:12][C:13]2[CH:18]=[C:17]([F:19])[CH:16]=[C:15]([F:20])[CH:14]=2)=[O:9])[CH:6]=1)#[N:42]. (9) Given the reactants C([O:3][C:4]([C:6]1([C:9]2[CH:14]=[CH:13][C:12]([C:15]3[CH:20]=[CH:19][C:18]([C:21]4[S:22][C:23]([Cl:40])=[CH:24][C:25]=4[NH:26][C:27]([O:29][C@@H:30]([C:32]4[CH:37]=[CH:36][C:35]([F:38])=[C:34]([F:39])[CH:33]=4)[CH3:31])=[O:28])=[CH:17][C:16]=3[O:41][CH3:42])=[CH:11][CH:10]=2)[CH2:8][CH2:7]1)=[O:5])C.[OH-].[Na+].Cl, predict the reaction product. The product is: [Cl:40][C:23]1[S:22][C:21]([C:18]2[CH:19]=[CH:20][C:15]([C:12]3[CH:13]=[CH:14][C:9]([C:6]4([C:4]([OH:5])=[O:3])[CH2:8][CH2:7]4)=[CH:10][CH:11]=3)=[C:16]([O:41][CH3:42])[CH:17]=2)=[C:25]([NH:26][C:27]([O:29][C@@H:30]([C:32]2[CH:37]=[CH:36][C:35]([F:38])=[C:34]([F:39])[CH:33]=2)[CH3:31])=[O:28])[CH:24]=1.